From a dataset of Forward reaction prediction with 1.9M reactions from USPTO patents (1976-2016). Predict the product of the given reaction. (1) The product is: [CH:1]1([C:4]2[N:13]=[C:12]([N:14]3[CH2:19][CH2:18][N:17]([C:20]4[CH:25]=[CH:24][C:23]([C:53]([NH2:55])=[O:54])=[CH:22][C:21]=4[O:27][CH3:28])[CH2:16][CH2:15]3)[C:11]3[C:6](=[CH:7][C:8]([O:31][CH3:32])=[C:9]([O:29][CH3:30])[CH:10]=3)[N:5]=2)[CH2:3][CH2:2]1. Given the reactants [CH:1]1([C:4]2[N:13]=[C:12]([N:14]3[CH2:19][CH2:18][N:17]([C:20]4[CH:25]=[CH:24][C:23](F)=[CH:22][C:21]=4[O:27][CH3:28])[CH2:16][CH2:15]3)[C:11]3[C:6](=[CH:7][C:8]([O:31][CH3:32])=[C:9]([O:29][CH3:30])[CH:10]=3)[N:5]=2)[CH2:3][CH2:2]1.FC1C=CC(N2CCNCC2)=C(OC)C=1.COC1C=C(C=CC=1N1CCNCC1)[C:53]([NH2:55])=[O:54], predict the reaction product. (2) Given the reactants [CH3:1][C:2]1[C:6]2[C:7](=[O:19])[N:8]([CH2:11][CH2:12][N:13]3[CH2:18][CH2:17][CH2:16][CH2:15][CH2:14]3)[CH2:9][CH2:10][C:5]=2[NH:4][C:3]=1[CH:20]=O.[CH3:22][O:23][C:24]1[CH:32]=[C:31]2[C:27]([CH2:28][C:29](=[O:33])[NH:30]2)=[CH:26][CH:25]=1, predict the reaction product. The product is: [CH3:22][O:23][C:24]1[CH:32]=[C:31]2[C:27]([C:28](=[CH:20][C:3]3[NH:4][C:5]4[CH2:10][CH2:9][N:8]([CH2:11][CH2:12][N:13]5[CH2:14][CH2:15][CH2:16][CH2:17][CH2:18]5)[C:7](=[O:19])[C:6]=4[C:2]=3[CH3:1])[C:29](=[O:33])[NH:30]2)=[CH:26][CH:25]=1. (3) Given the reactants [NH2:1][C:2]1[C:10]([Cl:11])=[CH:9][C:5]([C:6]([OH:8])=[O:7])=[CH:4][C:3]=1[Cl:12].S(Cl)(Cl)=O.[CH3:17][CH2:18]O, predict the reaction product. The product is: [NH2:1][C:2]1[C:3]([Cl:12])=[CH:4][C:5]([C:6]([O:8][CH2:17][CH3:18])=[O:7])=[CH:9][C:10]=1[Cl:11]. (4) The product is: [CH:1]([C:4]1[CH:5]=[C:6]2[C:11](=[C:12]([C:21]3[CH:20]=[CH:19][CH:18]=[C:17]([CH2:16][OH:15])[CH:22]=3)[CH:13]=1)[N:10]=[CH:9][CH:8]=[CH:7]2)([CH3:3])[CH3:2]. Given the reactants [CH:1]([C:4]1[CH:5]=[C:6]2[C:11](=[C:12](Br)[CH:13]=1)[N:10]=[CH:9][CH:8]=[CH:7]2)([CH3:3])[CH3:2].[OH:15][CH2:16][C:17]1[CH:18]=[C:19](B(O)O)[CH:20]=[CH:21][CH:22]=1.C([O-])([O-])=O.[Na+].[Na+], predict the reaction product. (5) Given the reactants [F:1][CH:2]([CH2:18][CH2:19][C:20]1[CH:25]=[CH:24][CH:23]=[CH:22][CH:21]=1)[C:3]([N:5]1[CH2:9][CH2:8][C@H:7]([S:10][C:11]2[CH:16]=[CH:15][C:14]([OH:17])=[CH:13][CH:12]=2)[CH2:6]1)=O.CO, predict the reaction product. The product is: [F:1][CH:2]([CH2:18][CH2:19][C:20]1[CH:25]=[CH:24][CH:23]=[CH:22][CH:21]=1)[CH2:3][N:5]1[CH2:9][CH2:8][C@H:7]([S:10][C:11]2[CH:16]=[CH:15][C:14]([OH:17])=[CH:13][CH:12]=2)[CH2:6]1.